From a dataset of Reaction yield outcomes from USPTO patents with 853,638 reactions. Predict the reaction yield, written as a fraction of the theoretical maximum amount of product (1.0 means a 100% yield; for example, 0.34 means a 34% yield). (1) The yield is 0.800. The product is [O:1]([C:8]1[CH:9]=[C:10]([CH:21]=[CH:22][CH:23]=1)[CH2:11][N:12]1[CH2:16][CH2:15][CH:14]([C:17]([OH:19])=[O:18])[CH2:13]1)[C:2]1[CH:3]=[CH:4][CH:5]=[CH:6][CH:7]=1. The reactants are [O:1]([C:8]1[CH:9]=[C:10]([CH:21]=[CH:22][CH:23]=1)[CH2:11][N:12]1[CH2:16][CH2:15][CH:14]([C:17]([O:19]C)=[O:18])[CH2:13]1)[C:2]1[CH:7]=[CH:6][CH:5]=[CH:4][CH:3]=1.[OH-].[Li+]. The catalyst is C1COCC1.O. (2) The reactants are [NH2:1][C:2]1[CH:7]=[CH:6][CH:5]=[CH:4][N:3]=1.[F:8][C:9]([F:16])([F:15])[C:10]([O:12]CC)=O.C(=O)([O-])[O-].[K+].[K+].[Cl:23][C:24]1[CH:29]=[CH:28][C:27]([CH2:30]Cl)=[CH:26][N:25]=1. The catalyst is CN(C)C=O.C1(C)C=CC=CC=1.O.CO. The product is [Cl:23][C:24]1[N:25]=[CH:26][C:27]([CH2:30][N:3]2[CH:4]=[CH:5][CH:6]=[CH:7][C:2]2=[N:1][C:10](=[O:12])[C:9]([F:8])([F:15])[F:16])=[CH:28][CH:29]=1. The yield is 0.812. (3) The reactants are [NH:1]1[C:5]2=[N:6][CH:7]=[CH:8][CH:9]=[C:4]2[CH:3]=[CH:2]1.C1C=C(Cl)C=C(C(OO)=[O:18])C=1. The catalyst is COCCOC.CCCCCCC. The product is [NH:1]1[C:5]2=[N+:6]([O-:18])[CH:7]=[CH:8][CH:9]=[C:4]2[CH:3]=[CH:2]1. The yield is 0.700. (4) The yield is 0.730. The catalyst is CN(C)C=O.CO. The reactants are [CH3:1][O:2][C:3]1[CH:4]=[C:5]2[C:10](=[CH:11][C:12]=1[O:13][CH3:14])[N:9]=[CH:8][CH:7]=[C:6]2[O:15][C:16]1[CH:17]=[CH:18][C:19]([NH2:22])=[N:20][CH:21]=1.[C:23]1([N:29]=[C:30]=[O:31])[CH:28]=[CH:27][CH:26]=[CH:25][CH:24]=1.C(OCC)(=O)C.O. The product is [CH3:1][O:2][C:3]1[CH:4]=[C:5]2[C:10](=[CH:11][C:12]=1[O:13][CH3:14])[N:9]=[CH:8][CH:7]=[C:6]2[O:15][C:16]1[CH:17]=[CH:18][C:19]([NH:22][C:30]([NH:29][C:23]2[CH:28]=[CH:27][CH:26]=[CH:25][CH:24]=2)=[O:31])=[N:20][CH:21]=1. (5) The reactants are Cl[CH2:2][C:3]1[N:4]=[C:5]([C:8]2[CH:13]=[CH:12][C:11]([O:14][CH2:15][CH2:16][CH2:17][Cl:18])=[CH:10][C:9]=2[F:19])[O:6][CH:7]=1.[NH:20]1[CH2:25][CH2:24][CH2:23][CH2:22][CH2:21]1. The catalyst is C(#N)C. The product is [Cl:18][CH2:17][CH2:16][CH2:15][O:14][C:11]1[CH:12]=[CH:13][C:8]([C:5]2[O:6][CH:7]=[C:3]([CH2:2][N:20]3[CH2:25][CH2:24][CH2:23][CH2:22][CH2:21]3)[N:4]=2)=[C:9]([F:19])[CH:10]=1. The yield is 0.740.